From a dataset of Forward reaction prediction with 1.9M reactions from USPTO patents (1976-2016). Predict the product of the given reaction. (1) Given the reactants [CH3:1][C:2]([CH:5]=O)([CH3:4])[CH3:3].[NH2:7][OH:8].O.C1C(=O)N(Cl)C(=O)C1.[C:18]([O:22][CH3:23])(=[O:21])[C:19]#[CH:20], predict the reaction product. The product is: [CH3:23][O:22][C:18]([C:19]1[O:8][N:7]=[C:5]([C:2]([CH3:1])([CH3:3])[CH3:4])[CH:20]=1)=[O:21]. (2) The product is: [Cl:19][C:20]1[CH:21]=[C:22]([CH:25]=[CH:26][C:27]=1[C:28]([F:29])([F:30])[F:31])/[CH:23]=[C:8]1/[C:9](=[O:12])[C:10]2[C:6]([CH2:7]/1)=[CH:5][C:4]([N:13]1[CH2:14][CH2:15][O:16][CH2:17][CH2:18]1)=[C:3]([O:2][CH3:1])[CH:11]=2. Given the reactants [CH3:1][O:2][C:3]1[CH:11]=[C:10]2[C:6]([CH2:7][CH2:8][C:9]2=[O:12])=[CH:5][C:4]=1[N:13]1[CH2:18][CH2:17][O:16][CH2:15][CH2:14]1.[Cl:19][C:20]1[CH:21]=[C:22]([CH:25]=[CH:26][C:27]=1[C:28]([F:31])([F:30])[F:29])[CH:23]=O.CC1C=CC(S(O)(=O)=O)=CC=1, predict the reaction product.